Dataset: Forward reaction prediction with 1.9M reactions from USPTO patents (1976-2016). Task: Predict the product of the given reaction. (1) Given the reactants [OH-].[Na+].[C:3]([O:7][C:8]([N:10]1[CH2:15][CH2:14][CH2:13][C@H:12]([C@H:16]([O:19]C(=O)C2C=CC=CC=2)[CH2:17][CH3:18])[CH2:11]1)=[O:9])([CH3:6])([CH3:5])[CH3:4], predict the reaction product. The product is: [C:3]([O:7][C:8]([N:10]1[CH2:15][CH2:14][CH2:13][C@H:12]([C@H:16]([OH:19])[CH2:17][CH3:18])[CH2:11]1)=[O:9])([CH3:6])([CH3:5])[CH3:4]. (2) Given the reactants Br[C:2]1[CH:7]=[CH:6][CH:5]=[C:4]([Cl:8])[CH:3]=1.C([Li])(C)(C)C.[CH3:14][O:15][C:16]1[CH:17]=[C:18]([CH:27]=[CH:28][CH:29]=1)[CH2:19][N:20]1[CH2:25][CH2:24][C:23](=[O:26])[CH2:22][CH2:21]1, predict the reaction product. The product is: [Cl:8][C:4]1[CH:3]=[C:2]([C:23]2([OH:26])[CH2:22][CH2:21][N:20]([CH2:19][C:18]3[CH:27]=[CH:28][CH:29]=[C:16]([O:15][CH3:14])[CH:17]=3)[CH2:25][CH2:24]2)[CH:7]=[CH:6][CH:5]=1. (3) The product is: [ClH:32].[ClH:1].[S:31]1[C:27]2[CH:26]=[CH:25][CH:24]=[C:23]([O:22][C:19]3[CH:20]=[CH:21][C:16]([NH:15][C:13]4[C:14]5[N:6]([CH2:5][CH2:4][NH:3][C:42](=[O:43])[C@@H:41]6[CH2:45][CH2:46][CH2:47][NH:40]6)[CH:7]=[CH:8][C:9]=5[N:10]=[CH:11][N:12]=4)=[CH:17][C:18]=3[Cl:32])[C:28]=2[CH:29]=[N:30]1. Given the reactants [ClH:1].Cl.[NH2:3][CH2:4][CH2:5][N:6]1[C:14]2[C:13]([NH:15][C:16]3[CH:21]=[CH:20][C:19]([O:22][C:23]4[C:28]5[CH:29]=[N:30][S:31][C:27]=5[CH:26]=[CH:25][CH:24]=4)=[C:18]([Cl:32])[CH:17]=3)=[N:12][CH:11]=[N:10][C:9]=2[CH:8]=[CH:7]1.C(OC([N:40]1[CH2:47][CH2:46][CH2:45][C@H:41]1[C:42](O)=[O:43])=O)(C)(C)C.ON1C2C=CC=CC=2N=N1.Cl.C(N=C=NCCCN(C)C)C.Cl.C(OCC)(=O)C, predict the reaction product.